Dataset: Human liver microsome stability data. Task: Regression/Classification. Given a drug SMILES string, predict its absorption, distribution, metabolism, or excretion properties. Task type varies by dataset: regression for continuous measurements (e.g., permeability, clearance, half-life) or binary classification for categorical outcomes (e.g., BBB penetration, CYP inhibition). Dataset: hlm. (1) The drug is CC[C@H]1OC(=O)[C@H](C)[C@@H](O)[C@H](C)[C@@H](O[C@@H]2O[C@H](C)C[C@H](N(C)C)[C@H]2O)[C@](C)(O)C[C@@H](C)CN(CCNC(=S)NCCCc2ccccc2)[C@H](C)[C@@H](O)[C@]1(C)O. The result is 0 (unstable in human liver microsomes). (2) The compound is FC(F)Oc1ccc(C(c2nnnn2Cc2ccccc2)N2CCCN(C3CCC3)CC2)cc1. The result is 1 (stable in human liver microsomes). (3) The drug is COc1cccc(CN2C(=O)CN(C(=O)c3cc4cc(OC)ccc4[nH]3)C[C@@H]2c2ccccc2)c1. The result is 1 (stable in human liver microsomes). (4) The molecule is CC[C@H]1OC(=O)[C@H](C)[C@@H](O[C@H]2C[C@@](C)(OC)[C@@H](O)[C@H](C)O2)[C@H](C)[C@@H](O[C@@H]2O[C@H](C)C[C@H](N(C)C)[C@H]2O)[C@](C)(O)C[C@@H](C)CN(CCCNC(=O)NC(C)C)[C@H](C)[C@@H](O)[C@]1(C)O. The result is 0 (unstable in human liver microsomes). (5) The molecule is CCN1C(=O)CN(Cc2ccc(-c3ccc(F)c(CN4CCCCC4)n3)cc2)C1=O. The result is 0 (unstable in human liver microsomes). (6) The drug is COc1cc(NC(=O)C2COc3ccccc3C2)c(F)cc1-c1cn[nH]c1. The result is 1 (stable in human liver microsomes).